This data is from Reaction yield outcomes from USPTO patents with 853,638 reactions. The task is: Predict the reaction yield, written as a fraction of the theoretical maximum amount of product (1.0 means a 100% yield; for example, 0.34 means a 34% yield). (1) The reactants are [OH:1][C:2]1[CH:11]=[CH:10][C:5]([C:6]([O:8][CH3:9])=[O:7])=[CH:4][C:3]=1[O:12][CH3:13].C([O-])([O-])=O.[K+].[K+].Br[CH2:21][CH2:22][OH:23].O. The yield is 0.600. The product is [OH:23][CH2:22][CH2:21][O:1][C:2]1[CH:11]=[CH:10][C:5]([C:6]([O:8][CH3:9])=[O:7])=[CH:4][C:3]=1[O:12][CH3:13]. The catalyst is CN(C=O)C. (2) The reactants are [ClH:1].[C:2]1([CH:12]([NH:14][CH2:15][CH2:16][C@H:17]([C:19]2[CH:24]=[CH:23][CH:22]=[C:21]([C:25]([F:28])([F:27])[F:26])[CH:20]=2)O)[CH3:13])[C:11]2[C:6](=[CH:7][CH:8]=[CH:9][CH:10]=2)[CH:5]=[CH:4][CH:3]=1.P(Cl)(Cl)([Cl:31])=O.CN(C=O)C.CC(OC)(C)C. The catalyst is C1(C)C=CC=CC=1. The product is [ClH:31].[Cl:1][C@@H:17]([C:19]1[CH:24]=[CH:23][CH:22]=[C:21]([C:25]([F:28])([F:27])[F:26])[CH:20]=1)[CH2:16][CH2:15][NH:14][CH:12]([C:2]1[C:11]2[C:6](=[CH:7][CH:8]=[CH:9][CH:10]=2)[CH:5]=[CH:4][CH:3]=1)[CH3:13]. The yield is 0.287.